This data is from Catalyst prediction with 721,799 reactions and 888 catalyst types from USPTO. The task is: Predict which catalyst facilitates the given reaction. Reactant: [C:1]([O:5][C:6]([N:8]1[CH2:13][CH2:12][CH2:11][C@H:10]([CH2:14][O:15][C:16]2[CH:21]=[CH:20][CH:19]=[CH:18][C:17]=2[O:22]CC2C=CC=CC=2)[CH2:9]1)=[O:7])([CH3:4])([CH3:3])[CH3:2]. Product: [C:1]([O:5][C:6]([N:8]1[CH2:13][CH2:12][CH2:11][C@H:10]([CH2:14][O:15][C:16]2[CH:21]=[CH:20][CH:19]=[CH:18][C:17]=2[OH:22])[CH2:9]1)=[O:7])([CH3:4])([CH3:2])[CH3:3]. The catalyst class is: 29.